Task: Predict which catalyst facilitates the given reaction.. Dataset: Catalyst prediction with 721,799 reactions and 888 catalyst types from USPTO The catalyst class is: 6. Product: [Br:1][C:2]1[CH:7]=[CH:6][CH:5]=[C:4]([C:8]([C:10]2[CH:11]=[CH:12][C:13]([S:20]([CH3:24])(=[O:22])=[O:19])=[CH:14][CH:15]=2)=[CH2:9])[CH:3]=1. Reactant: [Br:1][C:2]1[CH:7]=[CH:6][CH:5]=[C:4]([C:8]([C:10]2[CH:15]=[CH:14][C:13](SC)=[CH:12][CH:11]=2)=[CH2:9])[CH:3]=1.O[O:19][S:20]([O-:22])=O.[K+].[CH3:24]O.